Predict which catalyst facilitates the given reaction. From a dataset of Catalyst prediction with 721,799 reactions and 888 catalyst types from USPTO. (1) Reactant: [CH:1]1([C:4]#[C:5][C:6]2[C:7]3[O:14][C:13]([CH:15]=O)=[CH:12][C:8]=3[CH:9]=[N:10][CH:11]=2)[CH2:3][CH2:2]1.[CH2:17]1[S:23][C:21](=[O:22])[NH:20][C:18]1=[O:19].NCCC(O)=O. Product: [CH:1]1([C:4]#[C:5][C:6]2[C:7]3[O:14][C:13](/[CH:15]=[C:17]4/[C:18](=[O:19])[NH:20][C:21](=[O:22])[S:23]/4)=[CH:12][C:8]=3[CH:9]=[N:10][CH:11]=2)[CH2:2][CH2:3]1. The catalyst class is: 15. (2) Reactant: [C:1]1([S:7]([CH2:10][C:11]2[CH:16]=[C:15]([F:17])[CH:14]=[C:13]([O:18][CH2:19][CH2:20][Cl:21])[C:12]=2[N+:22]([O-])=O)(=[O:9])=[O:8])[CH:6]=[CH:5][CH:4]=[CH:3][CH:2]=1.O.NN. The catalyst class is: 29. Product: [C:1]1([S:7]([CH2:10][C:11]2[CH:16]=[C:15]([F:17])[CH:14]=[C:13]([O:18][CH2:19][CH2:20][Cl:21])[C:12]=2[NH2:22])(=[O:9])=[O:8])[CH:2]=[CH:3][CH:4]=[CH:5][CH:6]=1. (3) Reactant: [C:1]([O:5][C:6]([N:8]1[CH2:12][C@H:11]([O:13][C:14]([N:16]2[CH2:24][C:23]3[C:18](=[CH:19][CH:20]=[CH:21][C:22]=3[Cl:25])[CH2:17]2)=[O:15])[CH2:10][C@H:9]1[C:26](O)=[O:27])=[O:7])([CH3:4])([CH3:3])[CH3:2].Cl.Cl.[NH2:31][C@:32]1([C:37]([NH:39][S:40]([CH:43]2[CH2:45][CH2:44]2)(=[O:42])=[O:41])=[O:38])[CH2:34][C@H:33]1[CH2:35][CH3:36].CN(C(ON1N=NC2C=CC=NC1=2)=[N+](C)C)C.F[P-](F)(F)(F)(F)F.CCN(C(C)C)C(C)C.OS([O-])(=O)=O.[K+]. Product: [Cl:25][C:22]1[CH:21]=[CH:20][CH:19]=[C:18]2[C:23]=1[CH2:24][N:16]([C:14]([O:13][C@@H:11]1[CH2:10][C@@H:9]([C:26](=[O:27])[NH:31][C@:32]3([C:37](=[O:38])[NH:39][S:40]([CH:43]4[CH2:45][CH2:44]4)(=[O:42])=[O:41])[CH2:34][C@H:33]3[CH2:35][CH3:36])[N:8]([C:6]([O:5][C:1]([CH3:4])([CH3:3])[CH3:2])=[O:7])[CH2:12]1)=[O:15])[CH2:17]2. The catalyst class is: 34.